Dataset: Catalyst prediction with 721,799 reactions and 888 catalyst types from USPTO. Task: Predict which catalyst facilitates the given reaction. (1) Reactant: CCN(C(C)C)C(C)C.[NH2:10][C:11]1[N:16]2[N:17]=[CH:18][C:19]([C:20]3[CH:21]=[N:22][C:23]([C:26]4[CH:31]=[CH:30][CH:29]=[CH:28][CH:27]=4)=[CH:24][CH:25]=3)=[C:15]2[N:14]=[C:13]([CH:32]2[CH2:37][CH2:36][NH:35][CH2:34][CH2:33]2)[C:12]=1[C:38](=[O:40])[CH3:39].[N:41]1([S:47](Cl)(=[O:49])=[O:48])[CH2:46][CH2:45][O:44][CH2:43][CH2:42]1. Product: [NH2:10][C:11]1[N:16]2[N:17]=[CH:18][C:19]([C:20]3[CH:21]=[N:22][C:23]([C:26]4[CH:27]=[CH:28][CH:29]=[CH:30][CH:31]=4)=[CH:24][CH:25]=3)=[C:15]2[N:14]=[C:13]([CH:32]2[CH2:33][CH2:34][N:35]([S:47]([N:41]3[CH2:46][CH2:45][O:44][CH2:43][CH2:42]3)(=[O:49])=[O:48])[CH2:36][CH2:37]2)[C:12]=1[C:38](=[O:40])[CH3:39]. The catalyst class is: 3. (2) Reactant: [OH:1][C:2]1[CH:3]=[C:4]([C@@H:8](/[CH:14]=[CH:15]/[CH2:16][CH3:17])[CH2:9][C:10]([O:12][CH3:13])=[O:11])[CH:5]=[CH:6][CH:7]=1. Product: [OH:1][C:2]1[CH:3]=[C:4]([C@H:8]([CH2:14][CH2:15][CH2:16][CH3:17])[CH2:9][C:10]([O:12][CH3:13])=[O:11])[CH:5]=[CH:6][CH:7]=1. The catalyst class is: 99. (3) Reactant: [C:1]1([C:7]2[C:8]([O:22][CH2:23][C:24]([F:27])([F:26])[F:25])=[N:9][CH:10]=[C:11]([CH:21]=2)[C:12]([NH:14][C:15]2[CH:16]=[N:17][CH:18]=[CH:19][CH:20]=2)=[O:13])[CH2:6][CH2:5][CH2:4][CH2:3][CH:2]=1. Product: [CH:1]1([C:7]2[C:8]([O:22][CH2:23][C:24]([F:26])([F:27])[F:25])=[N:9][CH:10]=[C:11]([CH:21]=2)[C:12]([NH:14][C:15]2[CH:16]=[N:17][CH:18]=[CH:19][CH:20]=2)=[O:13])[CH2:2][CH2:3][CH2:4][CH2:5][CH2:6]1. The catalyst class is: 78. (4) Reactant: [H-].[Na+].[CH3:3][O:4][C:5](=[O:13])[CH2:6]P(OC)(OC)=O.[CH3:14][C:15]1([C:20]2([CH:23]=O)[CH2:22][CH2:21]2)[O:19][CH2:18][CH2:17][O:16]1. Product: [CH3:3][O:4][C:5](=[O:13])/[CH:6]=[CH:23]/[C:20]1([C:15]2([CH3:14])[O:16][CH2:17][CH2:18][O:19]2)[CH2:21][CH2:22]1. The catalyst class is: 1. (5) The catalyst class is: 39. Product: [Cl:8][C:6]1[N:5]=[CH:4][N:3]=[C:2]([NH:29][C:26]2[CH:25]=[CH:24][C:23]([O:22][CH2:21][CH2:20][O:19][CH3:18])=[CH:28][CH:27]=2)[N:7]=1. Reactant: Cl[C:2]1[N:7]=[C:6]([Cl:8])[N:5]=[CH:4][N:3]=1.CCN(C(C)C)C(C)C.[CH3:18][O:19][CH2:20][CH2:21][O:22][C:23]1[CH:28]=[CH:27][C:26]([NH2:29])=[CH:25][CH:24]=1. (6) Reactant: [ClH:1].C(OC(=O)[N:8]([CH2:29][C:30]1[CH:35]=[CH:34][CH:33]=[CH:32][CH:31]=1)[CH2:9][CH2:10][N:11]1[CH2:18][CH:17]2[O:19][CH:13]([CH2:14][N:15]([CH2:20][C:21]3[CH:26]=[CH:25][C:24]([C:27]#[N:28])=[CH:23][CH:22]=3)[CH2:16]2)[CH2:12]1)(C)(C)C. Product: [ClH:1].[CH2:29]([NH:8][CH2:9][CH2:10][N:11]1[CH2:12][CH:13]2[O:19][CH:17]([CH2:16][N:15]([CH2:20][C:21]3[CH:22]=[CH:23][C:24]([C:27]#[N:28])=[CH:25][CH:26]=3)[CH2:14]2)[CH2:18]1)[C:30]1[CH:31]=[CH:32][CH:33]=[CH:34][CH:35]=1. The catalyst class is: 472. (7) Reactant: [F:1][C:2]1[CH:34]=[CH:33][C:5]([CH2:6][CH2:7][C:8]2[C:9]([C:30](O)=[O:31])=[N:10][C:11]([O:14][CH:15]([C:23]3[CH:28]=[CH:27][C:26]([F:29])=[CH:25][CH:24]=3)[CH2:16][C:17]3[N:21]([CH3:22])[CH:20]=[N:19][CH:18]=3)=[CH:12][CH:13]=2)=[CH:4][CH:3]=1.[C:35]([O:39][C:40](=[O:47])[C@H:41]([CH2:43][CH2:44][S:45][CH3:46])[NH2:42])([CH3:38])([CH3:37])[CH3:36].Cl.C(Cl)CCl. Product: [F:1][C:2]1[CH:34]=[CH:33][C:5]([CH2:6][CH2:7][C:8]2[C:9]([C:30]([NH:42][C@@H:41]([CH2:43][CH2:44][S:45][CH3:46])[C:40]([O:39][C:35]([CH3:38])([CH3:37])[CH3:36])=[O:47])=[O:31])=[N:10][C:11]([O:14][CH:15]([C:23]3[CH:24]=[CH:25][C:26]([F:29])=[CH:27][CH:28]=3)[CH2:16][C:17]3[N:21]([CH3:22])[CH:20]=[N:19][CH:18]=3)=[CH:12][CH:13]=2)=[CH:4][CH:3]=1. The catalyst class is: 154. (8) Reactant: C[Si]([N-][Si](C)(C)C)(C)C.[K+].[O:11]1[CH2:16][CH2:15][CH:14]([NH:17][C:18]2[N:23]=[C:22]([C:24]3[CH:29]=[CH:28][NH:27][C:26](=[O:30])[CH:25]=3)[CH:21]=[CH:20][N:19]=2)[CH2:13][CH2:12]1.CS(O[C@H:36]([C:47]1[CH:52]=[CH:51][C:50]([Cl:53])=[C:49]([F:54])[CH:48]=1)[CH2:37][CH2:38][O:39][Si:40]([C:43]([CH3:46])([CH3:45])[CH3:44])([CH3:42])[CH3:41])(=O)=O. Product: [Si:40]([O:39][CH2:38][CH2:37][C@@H:36]([N:27]1[CH:28]=[CH:29][C:24]([C:22]2[CH:21]=[CH:20][N:19]=[C:18]([NH:17][CH:14]3[CH2:15][CH2:16][O:11][CH2:12][CH2:13]3)[N:23]=2)=[CH:25][C:26]1=[O:30])[C:47]1[CH:52]=[CH:51][C:50]([Cl:53])=[C:49]([F:54])[CH:48]=1)([C:43]([CH3:46])([CH3:45])[CH3:44])([CH3:42])[CH3:41]. The catalyst class is: 504.